From a dataset of Full USPTO retrosynthesis dataset with 1.9M reactions from patents (1976-2016). Predict the reactants needed to synthesize the given product. Given the product [C:60]([NH:1][C@H:2]1[CH2:3][CH2:4][C@H:5]([N:8]([CH3:30])[C:9]2[C:10]([CH3:29])=[C:11]([CH:25]=[C:26]([Br:28])[CH:27]=2)[C:12]([NH:14][CH2:15][C:16]2[C:17](=[O:24])[NH:18][C:19]([CH3:23])=[CH:20][C:21]=2[CH3:22])=[O:13])[CH2:6][CH2:7]1)(=[O:62])[CH3:61], predict the reactants needed to synthesize it. The reactants are: [NH2:1][C@@H:2]1[CH2:7][CH2:6][C@H:5]([N:8]([CH3:30])[C:9]2[C:10]([CH3:29])=[C:11]([CH:25]=[C:26]([Br:28])[CH:27]=2)[C:12]([NH:14][CH2:15][C:16]2[C:17](=[O:24])[NH:18][C:19]([CH3:23])=[CH:20][C:21]=2[CH3:22])=[O:13])[CH2:4][CH2:3]1.CCN=C=NCCCN(C)C.Cl.C1C=CC2N(O)N=NC=2C=1.C(N(CC)CC)C.[C:60](O)(=[O:62])[CH3:61].